From a dataset of Reaction yield outcomes from USPTO patents with 853,638 reactions. Predict the reaction yield, written as a fraction of the theoretical maximum amount of product (1.0 means a 100% yield; for example, 0.34 means a 34% yield). (1) The catalyst is C1COCC1.CO.O. The reactants are COC1C=CC(C[NH:8][C:9]2[S:10][CH:11]=[CH:12][N:13]=2)=CC=1.C[Si]([N-][Si](C)(C)C)(C)C.[Li+].[C:26]([C:28]1[CH:33]=[C:32]([C:34]([F:37])([F:36])[F:35])[CH:31]=[CH:30][C:29]=1[N:38]1[CH2:43][CH2:42][O:41][C:40]2[C:44]([F:52])=[C:45]([S:48](Cl)(=[O:50])=[O:49])[CH:46]=[CH:47][C:39]1=2)#[N:27].CO. The product is [C:26]([C:28]1[CH:33]=[C:32]([C:34]([F:37])([F:36])[F:35])[CH:31]=[CH:30][C:29]=1[N:38]1[CH2:43][CH2:42][O:41][C:40]2[C:44]([F:52])=[C:45]([S:48]([NH:8][C:9]3[S:10][CH:11]=[CH:12][N:13]=3)(=[O:50])=[O:49])[CH:46]=[CH:47][C:39]1=2)#[N:27]. The yield is 0.560. (2) The reactants are [CH2:1]([NH:8][C:9]([C:11]1[S:15][C:14]([NH2:16])=[N:13][C:12]=1[CH3:17])=[O:10])[C:2]1[CH:7]=[CH:6][CH:5]=[CH:4][CH:3]=1.C(N(CC)CC)C.[C:25]1([N:31]=[C:32]=[O:33])[CH:30]=[CH:29][CH:28]=[CH:27][CH:26]=1. The catalyst is O1CCCC1.C(OCC)C. The product is [CH2:1]([NH:8][C:9]([C:11]1[S:15][C:14]([NH:16][C:32]([NH:31][C:25]2[CH:30]=[CH:29][CH:28]=[CH:27][CH:26]=2)=[O:33])=[N:13][C:12]=1[CH3:17])=[O:10])[C:2]1[CH:7]=[CH:6][CH:5]=[CH:4][CH:3]=1. The yield is 0.800. (3) The reactants are C([N:8]1[CH2:17][CH2:16][CH:15]2[CH:10]([CH:11]([C:18]([O:20][CH2:21][CH3:22])=[O:19])[CH2:12][CH:13]=[CH:14]2)[CH2:9]1)C1C=CC=CC=1. The catalyst is CO.[Pd]. The product is [CH2:9]1[CH:10]2[CH:15]([CH2:14][CH2:13][CH2:12][CH:11]2[C:18]([O:20][CH2:21][CH3:22])=[O:19])[CH2:16][CH2:17][NH:8]1. The yield is 0.980.